Predict the product of the given reaction. From a dataset of Forward reaction prediction with 1.9M reactions from USPTO patents (1976-2016). (1) Given the reactants [NH2:1][C:2]1[CH:9]=[CH:8][CH:7]=[CH:6][C:3]=1[CH2:4][NH2:5].[N:10]1[C:19]2[C:18](=O)[CH2:17][CH2:16][CH2:15][C:14]=2[CH:13]=[CH:12][CH:11]=1.[BH-](OC(C)=O)(OC(C)=O)OC(C)=O.[Na+], predict the reaction product. The product is: [N:10]1[C:19]2[CH:18]([NH:5][CH2:4][C:3]3[CH:6]=[CH:7][CH:8]=[CH:9][C:2]=3[NH2:1])[CH2:17][CH2:16][CH2:15][C:14]=2[CH:13]=[CH:12][CH:11]=1. (2) Given the reactants CS(C)=O.[CH3:5][NH:6][C@H:7]1[CH2:11][CH2:10][NH:9][CH2:8]1.[C:12]([C:14]1[C:19]2[N:20]=[C:21]([C:23]([N:25]([CH2:27][CH3:28])[CH3:26])=[O:24])[O:22][C:18]=2[C:17](F)=[C:16]([C:30]2[CH:35]=[CH:34][CH:33]=[CH:32][CH:31]=2)[C:15]=1[CH3:36])#[N:13].C(N(CC)CC)C, predict the reaction product. The product is: [C:12]([C:14]1[C:19]2[N:20]=[C:21]([C:23]([N:25]([CH2:27][CH3:28])[CH3:26])=[O:24])[O:22][C:18]=2[C:17]([N:9]2[CH2:10][CH2:11][C@H:7]([NH:6][CH3:5])[CH2:8]2)=[C:16]([C:30]2[CH:35]=[CH:34][CH:33]=[CH:32][CH:31]=2)[C:15]=1[CH3:36])#[N:13]. (3) Given the reactants [NH:1]1[C:9]2[C:4](=[CH:5][CH:6]=[CH:7][CH:8]=2)[C:3]([CH2:10][CH2:11][C:12]([OH:14])=O)=[CH:2]1.[CH:15]([NH:18][NH:19][C:20](=[O:27])[C:21]1[CH:26]=[CH:25][CH:24]=[CH:23][CH:22]=1)([CH3:17])[CH3:16].CN(C(ON1N=NC2C=CC=NC1=2)=[N+](C)C)C.F[P-](F)(F)(F)(F)F.C(N(CC)C(C)C)(C)C.[H-].[Na+].N1[C:71]2[C:66](=[CH:67][CH:68]=[CH:69][CH:70]=2)[C:65](CCC(N(C(C)C)NC(=O)C2C=CC=CC=2)=O)=C1.BrCC1C=CC=CC=1, predict the reaction product. The product is: [CH2:65]([N:1]1[C:9]2[C:4](=[CH:5][CH:6]=[CH:7][CH:8]=2)[C:3]([CH2:10][CH2:11][C:12]([N:18]([CH:15]([CH3:17])[CH3:16])[NH:19][C:20](=[O:27])[C:21]2[CH:22]=[CH:23][CH:24]=[CH:25][CH:26]=2)=[O:14])=[CH:2]1)[C:66]1[CH:71]=[CH:70][CH:69]=[CH:68][CH:67]=1.